From a dataset of Full USPTO retrosynthesis dataset with 1.9M reactions from patents (1976-2016). Predict the reactants needed to synthesize the given product. (1) Given the product [NH2:1][C:2]1[CH:7]=[CH:6][C:5]2[NH:8][C:11]([NH2:10])=[N:9][C:4]=2[CH:3]=1, predict the reactants needed to synthesize it. The reactants are: [NH2:1][C:2]1[CH:3]=[C:4]([NH2:9])[C:5]([NH2:8])=[CH:6][CH:7]=1.[N:10]#[C:11]Br. (2) Given the product [C:1]1([S:7]([NH:10][C:11]2[CH:19]=[CH:18][C:17]([Cl:20])=[CH:16][C:12]=2[C:13]([NH:34][CH:27]([C:21]2[CH:26]=[CH:25][CH:24]=[CH:23][CH:22]=2)[C:28]2[CH:33]=[CH:32][CH:31]=[CH:30][N:29]=2)=[O:14])(=[O:9])=[O:8])[CH:6]=[CH:5][CH:4]=[CH:3][CH:2]=1, predict the reactants needed to synthesize it. The reactants are: [C:1]1([S:7]([NH:10][C:11]2[CH:19]=[CH:18][C:17]([Cl:20])=[CH:16][C:12]=2[C:13](Cl)=[O:14])(=[O:9])=[O:8])[CH:6]=[CH:5][CH:4]=[CH:3][CH:2]=1.[C:21]1([CH:27]([NH2:34])[C:28]2[CH:33]=[CH:32][CH:31]=[CH:30][N:29]=2)[CH:26]=[CH:25][CH:24]=[CH:23][CH:22]=1. (3) Given the product [CH3:1][N:2]1[C:6]([NH2:7])=[CH:5][C:4]([C:10]2[N:14]=[CH:13][O:12][N:11]=2)=[N:3]1, predict the reactants needed to synthesize it. The reactants are: [CH3:1][N:2]1[C:6]([N+:7]([O-])=O)=[CH:5][C:4]([C:10]2[N:14]=[CH:13][O:12][N:11]=2)=[N:3]1.[Cl-].[NH4+].C1COCC1.[OH-].[Na+]. (4) Given the product [I:37][C:2]1[CH:3]=[CH:4][C:5]2[N:10]([CH2:11][C:12]3[CH:17]=[CH:16][C:15]([O:18][CH3:19])=[CH:14][CH:13]=3)[C:9](=[O:20])[O:8][C:7]([CH2:25][NH:26][C:27](=[O:35])[C:28]3[CH:33]=[CH:32][C:31]([F:34])=[CH:30][CH:29]=3)([C:21]([F:24])([F:23])[F:22])[C:6]=2[CH:36]=1, predict the reactants needed to synthesize it. The reactants are: Br[C:2]1[CH:3]=[CH:4][C:5]2[N:10]([CH2:11][C:12]3[CH:17]=[CH:16][C:15]([O:18][CH3:19])=[CH:14][CH:13]=3)[C:9](=[O:20])[O:8][C:7]([CH2:25][NH:26][C:27](=[O:35])[C:28]3[CH:33]=[CH:32][C:31]([F:34])=[CH:30][CH:29]=3)([C:21]([F:24])([F:23])[F:22])[C:6]=2[CH:36]=1.[I-:37].[Na+].CNCCNC. (5) Given the product [CH:1]12[CH2:10][CH:5]3[CH2:6][CH:7]([CH2:9][CH:3]([CH2:4]3)[CH:2]1[NH:11][C:12](=[O:21])[CH:13]([N:15]1[CH2:20][CH2:19][N:18]([C:29]3[CH:34]=[CH:33][C:32]([Cl:35])=[CH:31][N:30]=3)[CH2:17][CH2:16]1)[CH3:14])[CH2:8]2, predict the reactants needed to synthesize it. The reactants are: [CH:1]12[CH2:10][CH:5]3[CH2:6][CH:7]([CH2:9][CH:3]([CH2:4]3)[CH:2]1[NH:11][C:12](=[O:21])[CH:13]([N:15]1[CH2:20][CH2:19][NH:18][CH2:17][CH2:16]1)[CH3:14])[CH2:8]2.C(=O)([O-])[O-].[Na+].[Na+].Cl[C:29]1[CH:34]=[CH:33][C:32]([Cl:35])=[CH:31][N:30]=1. (6) Given the product [F:27][CH:2]([F:1])[O:3][C:4]1[CH:5]=[C:6]([C:11]2[O:12][CH:13]=[C:14]([CH2:16][NH:17][C:18](=[O:26])[C:19]3[C:24]([CH3:25])=[CH:23][CH:22]=[CH:21][N:20]=3)[N:15]=2)[CH:7]=[CH:8][C:9]=1[O:10][CH2:28][CH:29]([CH3:31])[CH3:30], predict the reactants needed to synthesize it. The reactants are: [F:1][CH:2]([F:27])[O:3][C:4]1[CH:5]=[C:6]([C:11]2[O:12][CH:13]=[C:14]([CH2:16][NH:17][C:18](=[O:26])[C:19]3[C:24]([CH3:25])=[CH:23][CH:22]=[CH:21][N:20]=3)[N:15]=2)[CH:7]=[CH:8][C:9]=1[OH:10].[CH2:28](Br)[CH:29]([CH3:31])[CH3:30].